Task: Predict which catalyst facilitates the given reaction.. Dataset: Catalyst prediction with 721,799 reactions and 888 catalyst types from USPTO Reactant: Br[C:2]1[CH:10]=[CH:9][C:5]([C:6]([OH:8])=[O:7])=[CH:4][C:3]=1[F:11].[CH3:12][N:13](C=O)C. Product: [C:12]([C:2]1[CH:10]=[CH:9][C:5]([C:6]([OH:8])=[O:7])=[CH:4][C:3]=1[F:11])#[N:13]. The catalyst class is: 380.